Dataset: Forward reaction prediction with 1.9M reactions from USPTO patents (1976-2016). Task: Predict the product of the given reaction. (1) Given the reactants [NH2:1][C:2](N)=[O:3].[F:5][S:6]([OH:9])(=[O:8])=[O:7], predict the reaction product. The product is: [S:6]([O-:9])([OH:3])(=[O:8])=[O:7].[NH4+:1].[FH:5].[C:2](=[O:3])=[O:7]. (2) Given the reactants [NH2:1][C:2]1[CH:15]=[CH:14][C:13]([Cl:16])=[CH:12][C:3]=1[C:4]([C:6]1[CH:11]=[CH:10][CH:9]=[CH:8][CH:7]=1)=[O:5].[F:17][C:18]([F:36])([F:35])[C:19]1[CH:20]=[C:21]([C:29]([CH3:34])([CH3:33])[C:30](O)=[O:31])[CH:22]=[C:23]([C:25]([F:28])([F:27])[F:26])[CH:24]=1.C1(N=C=NC2CCCCC2)CCCCC1, predict the reaction product. The product is: [C:4]([C:3]1[CH:12]=[C:13]([Cl:16])[CH:14]=[CH:15][C:2]=1[NH:1][C:30](=[O:31])[C:29]([C:21]1[CH:20]=[C:19]([C:18]([F:17])([F:35])[F:36])[CH:24]=[C:23]([C:25]([F:26])([F:27])[F:28])[CH:22]=1)([CH3:34])[CH3:33])(=[O:5])[C:6]1[CH:7]=[CH:8][CH:9]=[CH:10][CH:11]=1.